This data is from Full USPTO retrosynthesis dataset with 1.9M reactions from patents (1976-2016). The task is: Predict the reactants needed to synthesize the given product. Given the product [Br:18][C:6]1[S:5][C:4]([C:7]([O:9][CH3:10])=[O:8])=[C:3]([NH:11][C:12](=[O:17])[C:13]([F:16])([F:14])[F:15])[C:2]=1[CH3:1], predict the reactants needed to synthesize it. The reactants are: [CH3:1][C:2]1[C:3]([NH:11][C:12](=[O:17])[C:13]([F:16])([F:15])[F:14])=[C:4]([C:7]([O:9][CH3:10])=[O:8])[S:5][CH:6]=1.[Br:18]NC(=O)CCC(N)=O.O.